This data is from Full USPTO retrosynthesis dataset with 1.9M reactions from patents (1976-2016). The task is: Predict the reactants needed to synthesize the given product. (1) Given the product [CH:12]1([C:4]2[C:5]([CH3:11])=[CH:6][C:7]([N+:8]([O-:10])=[O:9])=[C:2]([CH:3]=2)[NH:1][CH2:18][CH2:19][CH2:20][C:21]2[CH:26]=[CH:25][CH:24]=[CH:23][CH:22]=2)[CH2:13][CH2:14]1, predict the reactants needed to synthesize it. The reactants are: [NH2:1][C:2]1[C:7]([N+:8]([O-:10])=[O:9])=[CH:6][C:5]([CH3:11])=[C:4]([CH:12]2[CH2:14][CH2:13]2)[CH:3]=1.[H-].[Na+].Br[CH2:18][CH2:19][CH2:20][C:21]1[CH:26]=[CH:25][CH:24]=[CH:23][CH:22]=1. (2) Given the product [CH2:7]([C:4]1[C:3]([CH3:10])=[C:2]([NH:1][C:20](=[O:28])[O:21][C:22]2[CH:27]=[CH:26][CH:25]=[CH:24][CH:23]=2)[O:6][N:5]=1)[CH2:8][CH3:9], predict the reactants needed to synthesize it. The reactants are: [NH2:1][C:2]1[O:6][N:5]=[C:4]([CH2:7][CH2:8][CH3:9])[C:3]=1[CH3:10].C(C1C(C)=C(N[C:20](=[O:28])[O:21][C:22]2[CH:27]=[CH:26][CH:25]=[CH:24][CH:23]=2)ON=1)C. (3) The reactants are: [CH3:1][C:2]([C:14]1[CH:19]=[CH:18][CH:17]=[C:16]([O:20][C:21]2[CH:26]=[C:25]([C:27]([F:30])([F:29])[F:28])[CH:24]=[C:23]([N+:31]([O-])=O)[CH:22]=2)[CH:15]=1)([CH3:13])[C:3]([O:5][CH2:6][C:7]1[CH:12]=[CH:11][CH:10]=[CH:9][CH:8]=1)=[O:4].O.[Cl-].[NH4+]. Given the product [NH2:31][C:23]1[CH:22]=[C:21]([CH:26]=[C:25]([C:27]([F:28])([F:29])[F:30])[CH:24]=1)[O:20][C:16]1[CH:15]=[C:14]([C:2]([CH3:1])([CH3:13])[C:3]([O:5][CH2:6][C:7]2[CH:12]=[CH:11][CH:10]=[CH:9][CH:8]=2)=[O:4])[CH:19]=[CH:18][CH:17]=1, predict the reactants needed to synthesize it. (4) Given the product [CH2:21]([N:17]1[C:18]2[C:14](=[CH:13][C:12]([S:9]([C:6]3[CH:7]=[CH:8][C:3](=[O:2])[NH:4][N:5]=3)(=[O:11])=[O:10])=[CH:20][CH:19]=2)[CH:15]=[CH:16]1)[C:22]1[CH:23]=[CH:24][CH:25]=[CH:26][CH:27]=1, predict the reactants needed to synthesize it. The reactants are: C[O:2][C:3]1[NH:4][NH:5][C:6]([S:9]([C:12]2[CH:13]=[C:14]3[C:18](=[CH:19][CH:20]=2)[N:17]([CH2:21][C:22]2[CH:27]=[CH:26][CH:25]=[CH:24][CH:23]=2)[CH:16]=[CH:15]3)(=[O:11])=[O:10])=[CH:7][CH:8]=1.Cl.